This data is from NCI-60 drug combinations with 297,098 pairs across 59 cell lines. The task is: Regression. Given two drug SMILES strings and cell line genomic features, predict the synergy score measuring deviation from expected non-interaction effect. (1) Drug 1: CN(C(=O)NC(C=O)C(C(C(CO)O)O)O)N=O. Drug 2: C(CCl)NC(=O)N(CCCl)N=O. Cell line: RXF 393. Synergy scores: CSS=68.0, Synergy_ZIP=-5.11, Synergy_Bliss=-4.45, Synergy_Loewe=-4.81, Synergy_HSA=-1.52. (2) Drug 1: C1=CC(=CC=C1CCCC(=O)O)N(CCCl)CCCl. Drug 2: CC1=C(C(CCC1)(C)C)C=CC(=CC=CC(=CC(=O)O)C)C. Cell line: MCF7. Synergy scores: CSS=37.9, Synergy_ZIP=-6.20, Synergy_Bliss=-0.793, Synergy_Loewe=3.47, Synergy_HSA=4.62. (3) Drug 1: C1=CC(=CC=C1CCCC(=O)O)N(CCCl)CCCl. Drug 2: N.N.Cl[Pt+2]Cl. Cell line: TK-10. Synergy scores: CSS=-3.10, Synergy_ZIP=-4.12, Synergy_Bliss=-9.10, Synergy_Loewe=-10.2, Synergy_HSA=-9.46. (4) Drug 1: CC12CCC3C(C1CCC2NC(=O)OCC(F)(F)F)CCC4C3(C=CC(=O)N4C)C. Drug 2: CCC1=C2CN3C(=CC4=C(C3=O)COC(=O)C4(CC)O)C2=NC5=C1C=C(C=C5)O. Cell line: NCIH23. Synergy scores: CSS=28.3, Synergy_ZIP=-5.82, Synergy_Bliss=-6.82, Synergy_Loewe=-5.49, Synergy_HSA=-4.34. (5) Drug 1: CNC(=O)C1=NC=CC(=C1)OC2=CC=C(C=C2)NC(=O)NC3=CC(=C(C=C3)Cl)C(F)(F)F. Drug 2: CN1C2=C(C=C(C=C2)N(CCCl)CCCl)N=C1CCCC(=O)O.Cl. Cell line: HT29. Synergy scores: CSS=2.16, Synergy_ZIP=0.499, Synergy_Bliss=1.38, Synergy_Loewe=-1.74, Synergy_HSA=-1.46. (6) Drug 1: C1C(C(OC1N2C=C(C(=O)NC2=O)F)CO)O. Drug 2: C#CCC(CC1=CN=C2C(=N1)C(=NC(=N2)N)N)C3=CC=C(C=C3)C(=O)NC(CCC(=O)O)C(=O)O. Cell line: MDA-MB-231. Synergy scores: CSS=4.89, Synergy_ZIP=-5.99, Synergy_Bliss=-2.29, Synergy_Loewe=-4.47, Synergy_HSA=-4.61. (7) Drug 1: CC1=C(C=C(C=C1)C(=O)NC2=CC(=CC(=C2)C(F)(F)F)N3C=C(N=C3)C)NC4=NC=CC(=N4)C5=CN=CC=C5. Drug 2: COC1=C2C(=CC3=C1OC=C3)C=CC(=O)O2. Cell line: SK-OV-3. Synergy scores: CSS=-4.74, Synergy_ZIP=1.93, Synergy_Bliss=-3.95, Synergy_Loewe=-6.33, Synergy_HSA=-6.30. (8) Drug 1: CNC(=O)C1=CC=CC=C1SC2=CC3=C(C=C2)C(=NN3)C=CC4=CC=CC=N4. Drug 2: C1C(C(OC1N2C=C(C(=O)NC2=O)F)CO)O. Cell line: ACHN. Synergy scores: CSS=9.72, Synergy_ZIP=-13.6, Synergy_Bliss=-18.1, Synergy_Loewe=-21.5, Synergy_HSA=-16.1.